This data is from Forward reaction prediction with 1.9M reactions from USPTO patents (1976-2016). The task is: Predict the product of the given reaction. (1) Given the reactants [CH:1]12[CH2:10][CH:5]3[CH2:6][CH:7]([CH2:9][CH:3]([CH2:4]3)[CH:2]1[N:11]1[C:14](=[O:15])[C:13]([CH3:17])([CH3:16])[NH:12]1)[CH2:8]2.[N+:18]([C:21]1[CH:28]=[CH:27][C:24]([CH2:25]Br)=[CH:23][CH:22]=1)([O-:20])=[O:19], predict the reaction product. The product is: [CH3:16][C:13]1([CH3:17])[N:12]([CH2:25][C:24]2[CH:27]=[CH:28][C:21]([N+:18]([O-:20])=[O:19])=[CH:22][CH:23]=2)[N:11]([CH:2]2[CH:3]3[CH2:4][CH:5]4[CH2:6][CH:7]([CH2:8][CH:1]2[CH2:10]4)[CH2:9]3)[C:14]1=[O:15]. (2) Given the reactants O=C1N(C2CCNCC2)CC2C(=CC=CC=2)N1.Cl[C:19]1[C:27]2[NH:26][N:25]=[CH:24][C:23]=2[C:22]2[CH2:28][N:29]([CH2:54][C:55]([CH3:58])([CH3:57])[CH3:56])[C:30](=[O:53])[C@@H:31]([CH2:33][C:34](=[O:52])[N:35]3[CH2:40][CH2:39][CH:38]([N:41]4[CH2:50][C:49]5[C:44](=[CH:45][CH:46]=[CH:47][CH:48]=5)[NH:43][C:42]4=[O:51])[CH2:37][CH2:36]3)[CH2:32][C:21]=2[CH:20]=1, predict the reaction product. The product is: [CH3:56][C:55]([CH3:58])([CH3:57])[CH2:54][N:29]1[CH2:28][C:22]2[C:23]3[CH:24]=[N:25][NH:26][C:27]=3[CH:19]=[CH:20][C:21]=2[CH2:32][C@H:31]([CH2:33][C:34](=[O:52])[N:35]2[CH2:36][CH2:37][CH:38]([N:41]3[CH2:50][C:49]4[C:44](=[CH:45][CH:46]=[CH:47][CH:48]=4)[NH:43][C:42]3=[O:51])[CH2:39][CH2:40]2)[C:30]1=[O:53]. (3) Given the reactants [CH2:1]([NH:8][C:9]1[C:14]2=[C:15]([C:18]3[CH:23]=[CH:22][CH:21]=[CH:20][CH:19]=3)[CH:16]=[CH:17][N:13]2[N:12]=[C:11](Cl)[N:10]=1)[C:2]1[CH:7]=[CH:6][CH:5]=[CH:4][CH:3]=1.[C-:25]#[N:26].[Na+], predict the reaction product. The product is: [CH2:1]([NH:8][C:9]1[C:14]2=[C:15]([C:18]3[CH:23]=[CH:22][CH:21]=[CH:20][CH:19]=3)[CH:16]=[CH:17][N:13]2[N:12]=[C:11]([C:25]#[N:26])[N:10]=1)[C:2]1[CH:7]=[CH:6][CH:5]=[CH:4][CH:3]=1. (4) Given the reactants [CH3:1][O:2][C:3]([C:5]1[C:10]([CH3:11])=[CH:9][C:8]([Br:12])=[CH:7][N:6]=1)=[O:4].[Br:13]N1C(=O)CCC1=O.N(C(C)(C)C#N)=NC(C)(C)C#N, predict the reaction product. The product is: [CH3:1][O:2][C:3]([C:5]1[C:10]([CH2:11][Br:13])=[CH:9][C:8]([Br:12])=[CH:7][N:6]=1)=[O:4].